Dataset: Peptide-MHC class I binding affinity with 185,985 pairs from IEDB/IMGT. Task: Regression. Given a peptide amino acid sequence and an MHC pseudo amino acid sequence, predict their binding affinity value. This is MHC class I binding data. (1) The peptide sequence is WKRDNRRGL. The MHC is Mamu-B08 with pseudo-sequence Mamu-B08. The binding affinity (normalized) is 0.498. (2) The peptide sequence is HTTAFFNTCK. The MHC is HLA-A33:01 with pseudo-sequence HLA-A33:01. The binding affinity (normalized) is 0.118. (3) The peptide sequence is MTVDEVEDY. The MHC is HLA-B27:03 with pseudo-sequence HLA-B27:03. The binding affinity (normalized) is 0.0847. (4) The peptide sequence is CAPHRVSGVI. The MHC is HLA-A02:03 with pseudo-sequence HLA-A02:03. The binding affinity (normalized) is 0.115. (5) The peptide sequence is APILVVSGI. The MHC is HLA-B08:01 with pseudo-sequence HLA-B08:01. The binding affinity (normalized) is 0.0847. (6) The peptide sequence is YSRPWNWTF. The MHC is HLA-B45:06 with pseudo-sequence HLA-B45:06. The binding affinity (normalized) is 0.213.